From a dataset of Peptide-MHC class I binding affinity with 185,985 pairs from IEDB/IMGT. Regression. Given a peptide amino acid sequence and an MHC pseudo amino acid sequence, predict their binding affinity value. This is MHC class I binding data. (1) The peptide sequence is RMRGAHTNDVK. The MHC is HLA-A31:01 with pseudo-sequence HLA-A31:01. The binding affinity (normalized) is 0.770. (2) The peptide sequence is FMHSAAPIT. The MHC is HLA-A33:01 with pseudo-sequence HLA-A33:01. The binding affinity (normalized) is 0.